Dataset: Full USPTO retrosynthesis dataset with 1.9M reactions from patents (1976-2016). Task: Predict the reactants needed to synthesize the given product. (1) Given the product [C:36]([C:35]1[CH:38]=[CH:39][C:32]([C:24]2[CH:25]=[C:26]3[N:31]([CH2:14][C:10]4([F:13])[CH2:11][CH2:12][N:8]([C:1]([O:3][C:4]([CH3:7])([CH3:6])[CH3:5])=[O:2])[CH2:9]4)[CH:30]=[CH:29][C:27]3=[N:28][C:23]=2[C:20]2[CH:21]=[CH:22][C:17]([CH3:16])=[CH:18][CH:19]=2)=[CH:33][CH:34]=1)#[N:37], predict the reactants needed to synthesize it. The reactants are: [C:1]([N:8]1[CH2:12][CH2:11][C:10]([CH2:14]Br)([F:13])[CH2:9]1)([O:3][C:4]([CH3:7])([CH3:6])[CH3:5])=[O:2].[CH3:16][C:17]1[CH:22]=[CH:21][C:20]([C:23]2[N:28]=[C:27]3[CH:29]=[CH:30][NH:31][C:26]3=[CH:25][C:24]=2[C:32]2[CH:39]=[CH:38][C:35]([C:36]#[N:37])=[CH:34][CH:33]=2)=[CH:19][CH:18]=1. (2) Given the product [CH:34]([O:33][C:30]1[CH:31]=[CH:32][C:27]([CH2:26][N:10]2[CH2:11][CH2:12][C:13]3[C:18](=[CH:17][CH:16]=[C:15]([CH:19]([NH:21][C:22](=[O:24])[CH3:23])[CH3:20])[CH:14]=3)[CH2:9]2)=[C:28]([CH3:38])[CH:29]=1)([CH3:35])[CH3:5], predict the reactants needed to synthesize it. The reactants are: OS([C:5](F)(F)F)(=O)=O.[CH2:9]1[C:18]2[C:13](=[CH:14][C:15]([CH:19]([NH:21][C:22](=[O:24])[CH3:23])[CH3:20])=[CH:16][CH:17]=2)[CH2:12][CH2:11][NH:10]1.Br[CH2:26][C:27]1[CH:32]=[CH:31][C:30]([O:33][CH2:34][CH:35](C)C)=[CH:29][C:28]=1[CH3:38]. (3) Given the product [Cl:1][C:2]1[CH:7]=[CH:6][C:5]([C:26]2[CH:27]=[CH:28][N:29]=[CH:30][C:31]=2[C:32]([OH:34])=[O:33])=[CH:4][C:3]=1[C:11]([NH:13][CH2:14][C:15]12[CH2:24][CH:19]3[CH2:20][CH:21]([CH2:23][CH:17]([CH2:18]3)[CH2:16]1)[CH2:22]2)=[O:12], predict the reactants needed to synthesize it. The reactants are: [Cl:1][C:2]1[CH:7]=[CH:6][C:5](B(O)O)=[CH:4][C:3]=1[C:11]([NH:13][CH2:14][C:15]12[CH2:24][CH:19]3[CH2:20][CH:21]([CH2:23][CH:17]([CH2:18]3)[CH2:16]1)[CH2:22]2)=[O:12].Cl[C:26]1[C:31]([C:32]([OH:34])=[O:33])=[CH:30][N:29]=[CH:28][CH:27]=1.C(=O)([O-])[O-].[K+].[K+]. (4) Given the product [F:1][C:2]1[CH:3]=[C:4]([OH:9])[CH:5]=[C:6]([F:8])[C:7]=1[CH2:12][OH:10], predict the reactants needed to synthesize it. The reactants are: [F:1][C:2]1[CH:3]=[C:4]([OH:9])[CH:5]=[C:6]([F:8])[CH:7]=1.[OH-:10].[K+].[CH2:12]=O.Cl. (5) Given the product [CH3:39][C:38]([O:8][C:9]1[S:17][C:16]2[CH2:15][CH2:14][N:13]([CH:18]([C:26]([CH:28]3[CH2:30][CH2:29]3)=[O:27])[C:19]3[CH:24]=[CH:23][CH:22]=[CH:21][C:20]=3[F:25])[CH2:12][C:11]=2[CH:10]=1)=[O:40], predict the reactants needed to synthesize it. The reactants are: [Si]([O:8][C:9]1[S:17][C:16]2[CH2:15][CH2:14][N:13]([CH:18]([C:26]([CH:28]3[CH2:30][CH2:29]3)=[O:27])[C:19]3[CH:24]=[CH:23][CH:22]=[CH:21][C:20]=3[F:25])[CH2:12][C:11]=2[CH:10]=1)(C(C)(C)C)(C)C.C(N(CC)CC)C.[C:38](OC(=O)C)(=[O:40])[CH3:39].O. (6) Given the product [CH2:1]([N:8]1[CH2:9][CH2:10][CH:11]([C:14]([N:21]([O:22][CH3:23])[CH3:20])=[O:16])[CH2:12][CH2:13]1)[C:2]1[CH:3]=[CH:4][CH:5]=[CH:6][CH:7]=1, predict the reactants needed to synthesize it. The reactants are: [CH2:1]([N:8]1[CH2:13][CH2:12][CH:11]([C:14]([O:16]CC)=O)[CH2:10][CH2:9]1)[C:2]1[CH:7]=[CH:6][CH:5]=[CH:4][CH:3]=1.Cl.[CH3:20][NH:21][O:22][CH3:23].C([Mg]Cl)(C)C.